From a dataset of Forward reaction prediction with 1.9M reactions from USPTO patents (1976-2016). Predict the product of the given reaction. (1) Given the reactants [NH2:1][C:2]1[CH:7]=[C:6]([CH2:8][S:9][C:10]2[C:15]([C:16]([NH:18][C:19]3[CH:24]=[CH:23][C:22]([O:25][C:26]([F:29])([F:28])[F:27])=[CH:21][CH:20]=3)=[O:17])=[CH:14][CH:13]=[CH:12][N:11]=2)[CH:5]=[CH:4][N:3]=1.[C:30]([O:33][CH2:34][C:35](Cl)=[O:36])(=[O:32])[CH3:31], predict the reaction product. The product is: [C:30]([O:33][CH2:34][C:35]([N:1]([C:35](=[O:36])[CH2:34][O:33][C:30](=[O:32])[CH3:31])[C:2]1[CH:7]=[C:6]([CH2:8][S:9][C:10]2[C:15]([C:16]([NH:18][C:19]3[CH:24]=[CH:23][C:22]([O:25][C:26]([F:28])([F:29])[F:27])=[CH:21][CH:20]=3)=[O:17])=[CH:14][CH:13]=[CH:12][N:11]=2)[CH:5]=[CH:4][N:3]=1)=[O:36])(=[O:32])[CH3:31]. (2) Given the reactants [NH2:1][C:2]1[C:7]2=[CH:8][CH:9]=[C:10]([C@@H:11]3[O:15][C:14]([CH2:18][OH:19])([CH2:16][OH:17])[C@@H:13]([O:20][Si:21]([C:24]([CH3:27])([CH3:26])[CH3:25])([CH3:23])[CH3:22])[CH2:12]3)[N:6]2[N:5]=[CH:4][N:3]=1, predict the reaction product. The product is: [NH2:1][C:2]1[C:7]2=[CH:8][CH:9]=[C:10]([C@@H:11]3[O:15][C@@:14]([CH2:18][OH:19])([CH:16]=[O:17])[C@@H:13]([O:20][Si:21]([C:24]([CH3:27])([CH3:26])[CH3:25])([CH3:22])[CH3:23])[CH2:12]3)[N:6]2[N:5]=[CH:4][N:3]=1. (3) Given the reactants [CH2:1]([C:3]1[C:4]([NH:11][C@@H:12]2[C:20]3[C:15](=[CH:16][CH:17]=[CH:18][CH:19]=3)[CH2:14][C@@H:13]2O)=[N:5][C:6]([CH2:9][CH3:10])=[CH:7][N:8]=1)[CH3:2].[CH2:22](C1CC2C(=CC=CC=2)C1N)[CH3:23], predict the reaction product. The product is: [CH2:1]([C:3]1[C:4]([NH:11][CH:12]2[C:20]3[C:15](=[CH:16][CH:17]=[CH:18][CH:19]=3)[CH2:14][CH:13]2[CH2:22][CH3:23])=[N:5][C:6]([CH2:9][CH3:10])=[CH:7][N:8]=1)[CH3:2]. (4) Given the reactants [S:1]1[CH:5]=[CH:4][CH:3]=[C:2]1[CH:6]=O.C([O-])(=O)C.[NH4+].[N+:13]([CH3:16])([O-:15])=[O:14], predict the reaction product. The product is: [N+:13]([CH:16]=[CH:6][C:2]1[S:1][CH:5]=[CH:4][CH:3]=1)([O-:15])=[O:14]. (5) Given the reactants [NH2:1][C:2]1[CH:6]=[CH:5][N:4]([C:7]2[CH:12]=[CH:11][C:10]([O:13][CH3:14])=[CH:9][CH:8]=2)[C:3]=1[C:15]([O:17][CH2:18][CH3:19])=[O:16].[C:20]([CH2:22][C:23](O)=[O:24])#[N:21].C(N(CC)CC)C.C1CCC(N=C=NC2CCCCC2)CC1, predict the reaction product. The product is: [C:20]([CH2:22][C:23]([NH:1][C:2]1[CH:6]=[CH:5][N:4]([C:7]2[CH:8]=[CH:9][C:10]([O:13][CH3:14])=[CH:11][CH:12]=2)[C:3]=1[C:15]([O:17][CH2:18][CH3:19])=[O:16])=[O:24])#[N:21].